From a dataset of Experimentally validated miRNA-target interactions with 360,000+ pairs, plus equal number of negative samples. Binary Classification. Given a miRNA mature sequence and a target amino acid sequence, predict their likelihood of interaction. (1) The protein sequence of the target gene is MSEPDTSSGFSGSVENGTFLELFPTSLSTSVDPSSGHLSNVYIYVSIFLSLLAFLLLLLIIALQRLKNIISSSSSYPEYPSDAGSSFTNLEVCSISSQRSTFSNLSS. Result: 0 (no interaction). The miRNA is mmu-miR-466c-3p with sequence AUACAUACACGCACACAUAAGA. (2) The miRNA is hsa-miR-20b-5p with sequence CAAAGUGCUCAUAGUGCAGGUAG. The protein sequence of the target gene is MAVAGAVSGEPLVHWCTQQLRKTFGLDVSEEIIQYVLSIESAEEIREYVTDLLQGNEGKKGQFIEELITKWQKNDQELISDPLQQCFKKDEILDGQKSGDHLKRGRKKGRNRQEVPAFTEPDTTAEVKTPFDLAKAQENSNSVKKKTKFVNLYTREGQDRLAVLLPGRHPCDCLGQKHKLINNCLICGRIVCEQEGSGPCLFCGTLVCTHEEQDILQRDSNKSQKLLKKLMSGVENSGKVDISTKDLLPHQELRIKSGLEKAIKHKDKLLEFDRTSIRRTQVIDDESDYFASDSNQWLSK.... Result: 0 (no interaction). (3) The miRNA is hsa-miR-6770-5p with sequence UGAGAAGGCACAGCUUGCACGUGA. The protein sequence of the target gene is MLKKMGEAVARVARKVNETVESGSDTLDLAECKLVSFPIGIYKVLRNVSGQIHLITLANNELKSLTSKFMTTFSQLRELHLEGNFLHRLPSEVSALQHLKAIDLSRNQFQDFPEQLTALPALETINLEENEIVDVPVEKLAAMPALRSINLRFNPLNAEVRVIAPPLIKFDMLMSPEGARAPLP. Result: 1 (interaction). (4) The protein sequence of the target gene is MAASMAESCRASLYLARSVRMARPRLAAFASDACRVCTGPSRFQSTGPSEPGGFKPPPKPVIVDRRRVPEDERRFLSPEFIPPRGRTNPLKFKIERKDMLDRRKVLPIPEFYVGSILRVTTADPYASGKTSQFLGICIKRSGNGLGATFTLRNTIEGQGVEICFELYNPRIQEIQVVKLEKRLDDNLLYLRDALPEYSTFDVNMKPVPQEACQEVPVNKLKVKMKPKPWSKRWERPNFNIKGIRFDLALTEEQMKEAQKWNKPWIEFDMMREYDTSKIEAALWEEIEASKKS. The miRNA is mmu-miR-1967 with sequence UGAGGAUCCUGGGGAGAAGAUGC. Result: 0 (no interaction). (5) The miRNA is hsa-miR-5196-3p with sequence UCAUCCUCGUCUCCCUCCCAG. The protein sequence of the target gene is MRLAVGALLVCAVLGLCLAVPDKTVRWCAVSEHEATKCQSFRDHMKSVIPSDGPSVACVKKASYLDCIRAIAANEADAVTLDAGLVYDAYLAPNNLKPVVAEFYGSKEDPQTFYYAVAVVKKDSGFQMNQLRGKKSCHTGLGRSAGWNIPIGLLYCDLPEPRKPLEKAVANFFSGSCAPCADGTDFPQLCQLCPGCGCSTLNQYFGYSGAFKCLKDGAGDVAFVKHSTIFENLANKADRDQYELLCLDNTRKPVDEYKDCHLAQVPSHTVVARSMGGKEDLIWELLNQAQEHFGKDKSKE.... Result: 0 (no interaction). (6) The miRNA is hsa-miR-5092 with sequence AAUCCACGCUGAGCUUGGCAUC. The protein sequence of the target gene is MQPASAKWYDRRDYVFIEFCVEDSKDVNVNFEKSKLTFSCLGGSDNFKHLNEIDLFHCIDPNDSKHKRTDRSILCCLRKGESGQSWPRLTKERAKLNWLSVDFNNWKDWEDDSDEDMSNFDRFSEMMDHMGGDEDVDLPEVDGADDDSQDSDDEKMPDLE. Result: 0 (no interaction). (7) The miRNA is hsa-miR-8485 with sequence CACACACACACACACACGUAU. The protein sequence of the target gene is MEESMEEEEGGSYEAMMDDQNHNNWEAAVDGFRQPLPPPPPPSSIPAPAREPPGGQLLAVPAVSVDRKGPKEGLPMGPQPPPEANGVIMMLKSCDAAAAVAKAAPAPTASSTININTSTSKFLMNVITIEDYKSTYWPKLDGAIDQLLTQSPGDYIPISYEQIYSCVYKCVCQQHSEQMYSDLIKKITNHLERVSKELQASPPDLYIERFNIALGQYMGALQSIVPLFIYMNKFYIETKLNRDLKDDLIKLFTEHVAEKHIYSLMPLLLEAQSTPFQVTPSTMANIVKGLYTLRPEWVQM.... Result: 1 (interaction).